From a dataset of Catalyst prediction with 721,799 reactions and 888 catalyst types from USPTO. Predict which catalyst facilitates the given reaction. Reactant: [F:1][C:2]1[CH:3]=[C:4]([CH:6]=[CH:7][C:8]=1[O:9][C:10]1[CH:15]=[CH:14][N:13]=[C:12]2[NH:16][CH:17]=[C:18]([Cl:19])[C:11]=12)[NH2:5].[Cl:20][C:21]1[CH:26]=[C:25](Cl)[N:24]=[C:23]([NH2:28])[N:22]=1.Cl.[OH-].[Na+]. Product: [Cl:20][C:21]1[N:22]=[C:23]([NH2:28])[N:24]=[C:25]([NH:5][C:4]2[CH:6]=[CH:7][C:8]([O:9][C:10]3[CH:15]=[CH:14][N:13]=[C:12]4[NH:16][CH:17]=[C:18]([Cl:19])[C:11]=34)=[C:2]([F:1])[CH:3]=2)[CH:26]=1. The catalyst class is: 97.